From a dataset of Forward reaction prediction with 1.9M reactions from USPTO patents (1976-2016). Predict the product of the given reaction. (1) Given the reactants [C:1]1(C)[C:2]([S:7](Cl)(=[O:9])=[O:8])=[CH:3][CH:4]=[CH:5][CH:6]=1.[C:12]([C@H:14]1[C@H:19]2[CH2:20][C@H:18]2[C@H:17]2[C@H:21]3[C@H:31]([CH2:32][CH2:33][C@:15]12[CH3:16])[C@:29]1([CH3:30])[C:24](=[CH:25][C:26](=[O:34])[CH2:27][CH2:28]1)[C@H:23]([CH2:35][OH:36])[CH2:22]3)#[N:13].N1C=CC=C[CH:38]=1, predict the reaction product. The product is: [C:12]([C@H:14]1[C@H:19]2[CH2:20][C@H:18]2[C@H:17]2[C@H:21]3[C@H:31]([CH2:32][CH2:33][C@:15]12[CH3:16])[C@:29]1([CH3:30])[C:24](=[CH:25][C:26](=[O:34])[CH2:27][CH2:28]1)[C@H:23]([CH2:35][O:36][S:7]([C:2]1[CH:1]=[CH:6][C:5]([CH3:38])=[CH:4][CH:3]=1)(=[O:8])=[O:9])[CH2:22]3)#[N:13]. (2) Given the reactants [C:1]([O:5][C:6]([N:8]1[CH2:13][CH:12]=[C:11]([C:14]2[C:22]3[S:21][C:20]([NH:23]C(OC)=O)=[N:19][C:18]=3[C:17]([O:28][CH3:29])=[CH:16][CH:15]=2)[CH2:10][CH2:9]1)=[O:7])([CH3:4])([CH3:3])[CH3:2].Cl, predict the reaction product. The product is: [C:1]([O:5][C:6]([N:8]1[CH2:9][CH:10]=[C:11]([C:14]2[C:22]3[S:21][C:20]([NH2:23])=[N:19][C:18]=3[C:17]([O:28][CH3:29])=[CH:16][CH:15]=2)[CH2:12][CH2:13]1)=[O:7])([CH3:4])([CH3:3])[CH3:2].